This data is from Full USPTO retrosynthesis dataset with 1.9M reactions from patents (1976-2016). The task is: Predict the reactants needed to synthesize the given product. The reactants are: [C:1]([C:3]1[CH:4]=[N:5][CH:6]=[C:7]([CH:20]=1)[C:8]([N:10]=[S@@:11]([CH3:19])(=[O:18])[C:12]1[CH:17]=[CH:16][CH:15]=[CH:14][CH:13]=1)=[O:9])#[CH:2].I[C:22]1[CH:30]=[C:26]([C:27]([OH:29])=[O:28])[C:25]([OH:31])=[CH:24][CH:23]=1. Given the product [OH:31][C:25]1[CH:24]=[CH:23][C:22]([C:2]#[C:1][C:3]2[CH:4]=[N:5][CH:6]=[C:7]([C:8]([N:10]=[S@@:11]([CH3:19])(=[O:18])[C:12]3[CH:13]=[CH:14][CH:15]=[CH:16][CH:17]=3)=[O:9])[CH:20]=2)=[CH:30][C:26]=1[C:27]([OH:29])=[O:28], predict the reactants needed to synthesize it.